From a dataset of Catalyst prediction with 721,799 reactions and 888 catalyst types from USPTO. Predict which catalyst facilitates the given reaction. Reactant: [CH2:1]([O:3][C:4]([CH:6]1[CH:8]2[CH2:9][C:10]3[CH:11]=[C:12]([NH2:16])[N:13]=[CH:14][C:15]=3[CH:7]12)=[O:5])[CH3:2].C(N(CC)CC)C.[F:24][C:25]1[CH:32]=[CH:31][C:30]([C:33]2[C:34]([CH3:47])=[N:35][C:36]([O:39][CH2:40][CH2:41][CH2:42][S:43]([CH3:46])(=[O:45])=[O:44])=[CH:37][CH:38]=2)=[CH:29][C:26]=1[CH:27]=O. Product: [F:24][C:25]1[CH:32]=[CH:31][C:30]([C:33]2[C:34]([CH3:47])=[N:35][C:36]([O:39][CH2:40][CH2:41][CH2:42][S:43]([CH3:46])(=[O:45])=[O:44])=[CH:37][CH:38]=2)=[CH:29][C:26]=1[CH2:27][NH:16][C:12]1[N:13]=[CH:14][C:15]2[CH:7]3[CH:6]([C:4]([O:3][CH2:1][CH3:2])=[O:5])[CH:8]3[CH2:9][C:10]=2[CH:11]=1. The catalyst class is: 388.